This data is from NCI-60 drug combinations with 297,098 pairs across 59 cell lines. The task is: Regression. Given two drug SMILES strings and cell line genomic features, predict the synergy score measuring deviation from expected non-interaction effect. (1) Drug 1: C1CN(P(=O)(OC1)NCCCl)CCCl. Drug 2: CC(C)CN1C=NC2=C1C3=CC=CC=C3N=C2N. Cell line: TK-10. Synergy scores: CSS=0.969, Synergy_ZIP=2.67, Synergy_Bliss=5.54, Synergy_Loewe=-0.516, Synergy_HSA=1.06. (2) Drug 1: CC1=C(C=C(C=C1)C(=O)NC2=CC(=CC(=C2)C(F)(F)F)N3C=C(N=C3)C)NC4=NC=CC(=N4)C5=CN=CC=C5. Drug 2: CC1C(C(CC(O1)OC2CC(CC3=C2C(=C4C(=C3O)C(=O)C5=CC=CC=C5C4=O)O)(C(=O)C)O)N)O. Cell line: NCI-H226. Synergy scores: CSS=40.6, Synergy_ZIP=4.47, Synergy_Bliss=5.33, Synergy_Loewe=-30.2, Synergy_HSA=3.52. (3) Drug 1: CC(C1=C(C=CC(=C1Cl)F)Cl)OC2=C(N=CC(=C2)C3=CN(N=C3)C4CCNCC4)N. Drug 2: COC1=C2C(=CC3=C1OC=C3)C=CC(=O)O2. Cell line: SK-MEL-28. Synergy scores: CSS=-0.336, Synergy_ZIP=2.76, Synergy_Bliss=4.85, Synergy_Loewe=-2.37, Synergy_HSA=-0.593. (4) Cell line: SF-268. Drug 2: CC1=C(C(CCC1)(C)C)C=CC(=CC=CC(=CC(=O)O)C)C. Synergy scores: CSS=1.86, Synergy_ZIP=-8.40, Synergy_Bliss=-14.8, Synergy_Loewe=-31.5, Synergy_HSA=-14.7. Drug 1: C1=NC2=C(N=C(N=C2N1C3C(C(C(O3)CO)O)O)F)N.